From a dataset of Reaction yield outcomes from USPTO patents with 853,638 reactions. Predict the reaction yield, written as a fraction of the theoretical maximum amount of product (1.0 means a 100% yield; for example, 0.34 means a 34% yield). (1) The reactants are [CH3:1][O:2][C:3](=[O:14])[C:4]1[CH:9]=[CH:8][CH:7]=[C:6]([N+:10]([O-])=O)[C:5]=1[F:13].[ClH:15].CO. The catalyst is [Pd].CO. The product is [ClH:15].[NH2:10][C:6]1[C:5]([F:13])=[C:4]([CH:9]=[CH:8][CH:7]=1)[C:3]([O:2][CH3:1])=[O:14]. The yield is 0.850. (2) The reactants are [CH2:1]([O:8][C:9]1[CH:10]=[CH:11][C:12]([CH2:15][C:16]([NH:18][OH:19])=N)=[N:13][CH:14]=1)[C:2]1[CH:7]=[CH:6][CH:5]=[CH:4][CH:3]=1.Cl.N([O-])=O.[Na+].C(=O)([O-])O.[Na+].[C:30]([C:32]1[C:33]([NH2:39])=[N:34][C:35]([NH2:38])=[CH:36][CH:37]=1)#[CH:31].C(N(CC)CC)C. The catalyst is O.O1CCCC1. The product is [CH2:1]([O:8][C:9]1[CH:10]=[CH:11][C:12]([CH2:15][C:16]2[CH:31]=[C:30]([C:32]3[C:33]([NH2:39])=[N:34][C:35]([NH2:38])=[CH:36][CH:37]=3)[O:19][N:18]=2)=[N:13][CH:14]=1)[C:2]1[CH:7]=[CH:6][CH:5]=[CH:4][CH:3]=1. The yield is 0.0400.